Dataset: Forward reaction prediction with 1.9M reactions from USPTO patents (1976-2016). Task: Predict the product of the given reaction. Given the reactants [OH:1][C:2]1[CH:7]=[CH:6][C:5]([CH2:8][CH2:9][C:10]([OH:12])=[O:11])=[CH:4][C:3]=1[O:13][CH3:14].[CH2:15](Br)[C:16]1[CH:21]=[CH:20][CH:19]=[CH:18][CH:17]=1.C(=O)([O-])[O-].[K+].[K+].C(#N)C, predict the reaction product. The product is: [CH3:14][O:13][C:3]1[CH:4]=[C:5]([CH2:8][CH2:9][C:10]([OH:12])=[O:11])[CH:6]=[CH:7][C:2]=1[O:1][CH2:15][C:16]1[CH:21]=[CH:20][CH:19]=[CH:18][CH:17]=1.